From a dataset of Reaction yield outcomes from USPTO patents with 853,638 reactions. Predict the reaction yield, written as a fraction of the theoretical maximum amount of product (1.0 means a 100% yield; for example, 0.34 means a 34% yield). The reactants are C(C1C=C(NC2N=C(NC3C=CC=C(C(O)=O)C=3)C(F)=CN=2)C=CC=1)(O)=O.[CH3:28][O:29][C:30]1[CH:31]=[C:32]([NH:40][C:41]2[N:46]=[C:45]([NH:47][C:48]3[CH:53]=[CH:52][C:51]([C:54]([O:56]C)=[O:55])=[C:50]([O:58][CH3:59])[CH:49]=3)[C:44]([F:60])=[CH:43][N:42]=2)[CH:33]=[CH:34][C:35]=1[C:36]([O:38]C)=[O:37].[OH-].[Na+]. No catalyst specified. The product is [C:36]([C:35]1[CH:34]=[CH:33][C:32]([NH:40][C:41]2[N:46]=[C:45]([NH:47][C:48]3[CH:53]=[CH:52][C:51]([C:54]([OH:56])=[O:55])=[C:50]([O:58][CH3:59])[CH:49]=3)[C:44]([F:60])=[CH:43][N:42]=2)=[CH:31][C:30]=1[O:29][CH3:28])([OH:38])=[O:37]. The yield is 0.640.